From a dataset of Forward reaction prediction with 1.9M reactions from USPTO patents (1976-2016). Predict the product of the given reaction. (1) Given the reactants C[Si]([N:5]=[N+:6]=[N-:7])(C)C.[CH:8]1([C:11]2[C:15]([O:16][C:17]3[CH:24]=[C:23]([CH3:25])[C:20]([C:21]#[N:22])=[C:19]([CH3:26])[CH:18]=3)=[C:14]([CH3:27])[N:13]([CH2:28][C:29]#[CH:30])[N:12]=2)[CH2:10][CH2:9]1, predict the reaction product. The product is: [CH:8]1([C:11]2[C:15]([O:16][C:17]3[CH:24]=[C:23]([CH3:25])[C:20]([C:21]#[N:22])=[C:19]([CH3:26])[CH:18]=3)=[C:14]([CH3:27])[N:13]([CH2:28][C:29]3[NH:7][N:6]=[N:5][CH:30]=3)[N:12]=2)[CH2:9][CH2:10]1. (2) Given the reactants [OH:1][CH2:2][C:3]([CH3:7])([CH2:5][OH:6])[CH3:4].[C:8]([OH:13])(=O)[C:9]([CH3:11])=[CH2:10].[C:14]1([CH3:24])[CH:19]=CC(S(O)(=O)=O)=C[CH:15]=1.[OH-:25].[Na+], predict the reaction product. The product is: [C:15]([O:1][CH2:2][C:3]([CH3:7])([CH2:5][O:6][C:8](=[O:13])[C:9]([CH3:11])=[CH2:10])[CH3:4])(=[O:25])[C:14]([CH3:24])=[CH2:19]. (3) Given the reactants [Br:1][C:2]1[CH:10]=[CH:9][C:5]([C:6]([OH:8])=O)=[CH:4][CH:3]=1.CN(C(ON1N=NC2C=CC=NC1=2)=[N+](C)C)C.F[P-](F)(F)(F)(F)F.CCN(C(C)C)C(C)C.[I-].[CH2:45]([N+:49]1[N:53]=[C:52]([CH3:54])[S:51][C:50]=1[CH3:55])[CH2:46][CH2:47][CH3:48], predict the reaction product. The product is: [Br:1][C:2]1[CH:3]=[CH:4][C:5]([C:6](=[O:8])/[CH:55]=[C:50]2\[S:51][C:52]([CH3:54])=[N:53][N:49]\2[CH2:45][CH2:46][CH2:47][CH3:48])=[CH:9][CH:10]=1.